This data is from Full USPTO retrosynthesis dataset with 1.9M reactions from patents (1976-2016). The task is: Predict the reactants needed to synthesize the given product. Given the product [O:1]=[C:2]1[C:11]2[C:6](=[CH:7][CH:8]=[CH:9][CH:10]=2)[NH:5][CH:4]=[C:3]1[C:12]([NH:14][C:15]1[CH:23]=[C:22]2[C:18]([CH:19]=[CH:20][NH:21]2)=[CH:17][C:16]=1[C:24]([N:27]1[CH2:32][CH2:31][CH2:30][CH2:29][CH2:28]1)=[O:25])=[O:13], predict the reactants needed to synthesize it. The reactants are: [O:1]=[C:2]1[C:11]2[C:6](=[CH:7][CH:8]=[CH:9][CH:10]=2)[NH:5][CH:4]=[C:3]1[C:12]([NH:14][C:15]1[CH:23]=[C:22]2[C:18]([CH:19]=[CH:20][NH:21]2)=[CH:17][C:16]=1[C:24](O)=[O:25])=[O:13].[NH:27]1[CH2:32][CH2:31][CH2:30][CH2:29][CH2:28]1.